Dataset: Forward reaction prediction with 1.9M reactions from USPTO patents (1976-2016). Task: Predict the product of the given reaction. (1) Given the reactants [F:1][C:2]([F:16])([F:15])[C:3]([C:5]1[C:13]2[C:8](=[CH:9][C:10]([F:14])=[CH:11][CH:12]=2)[NH:7][CH:6]=1)=[O:4].C(=O)([O-])[O-].[K+].[K+].I[CH:24]([CH3:26])[CH3:25], predict the reaction product. The product is: [F:16][C:2]([F:1])([F:15])[C:3]([C:5]1[C:13]2[C:8](=[CH:9][C:10]([F:14])=[CH:11][CH:12]=2)[N:7]([CH:24]([CH3:26])[CH3:25])[CH:6]=1)=[O:4]. (2) Given the reactants [CH3:1][N:2]1[C:6]([C:7]2[CH:8]=[N:9][CH:10]=[CH:11][CH:12]=2)=[N:5][N:4]=[C:3]1[S:13][CH2:14][C:15]([OH:17])=O.C1C=CC2N(O)N=NC=2C=1.CCN=C=NCCCN(C)C.Cl.[Cl:40][C:41]1[CH:42]=[C:43]([NH:47][NH2:48])[CH:44]=[CH:45][CH:46]=1, predict the reaction product. The product is: [Cl:40][C:41]1[CH:42]=[C:43]([NH:47][NH:48][C:15](=[O:17])[CH2:14][S:13][C:3]2[N:2]([CH3:1])[C:6]([C:7]3[CH:8]=[N:9][CH:10]=[CH:11][CH:12]=3)=[N:5][N:4]=2)[CH:44]=[CH:45][CH:46]=1.